This data is from Catalyst prediction with 721,799 reactions and 888 catalyst types from USPTO. The task is: Predict which catalyst facilitates the given reaction. (1) Reactant: [C:1]([Br:5])(Br)(Br)Br.C1(P(C2C=CC=CC=2)C2C=CC=CC=2)C=CC=CC=1.[Cl:25][C:26]1[CH:31]=[CH:30][C:29](CO)=[CH:28][C:27]=1[C:34]([F:37])([F:36])[F:35].CCCCCC. Product: [Br:5][CH2:1][C:29]1[CH:30]=[CH:31][C:26]([Cl:25])=[C:27]([C:34]([F:37])([F:36])[F:35])[CH:28]=1. The catalyst class is: 7. (2) Reactant: [C:1]([NH:6][NH:7][C:8](=O)[C:9]1[CH:14]=[CH:13][CH:12]=[C:11]([N+:15]([O-:17])=[O:16])[CH:10]=1)(=O)[CH:2]([CH3:4])[CH3:3].COC1C=CC(P2(SP(C3C=CC(OC)=CC=3)(=S)S2)=[S:28])=CC=1. Product: [CH:2]([C:1]1[S:28][C:8]([C:9]2[CH:14]=[CH:13][CH:12]=[C:11]([N+:15]([O-:17])=[O:16])[CH:10]=2)=[N:7][N:6]=1)([CH3:4])[CH3:3]. The catalyst class is: 11.